Dataset: Full USPTO retrosynthesis dataset with 1.9M reactions from patents (1976-2016). Task: Predict the reactants needed to synthesize the given product. Given the product [C:26]([C:25]1[CH:28]=[C:29]([N+:32]([O-:34])=[O:33])[CH:30]=[CH:31][C:24]=1[CH:13]([C:5]1[CH:6]=[CH:7][C:8]([N+:10]([O-:12])=[O:11])=[CH:9][C:4]=1[N+:1]([O-:3])=[O:2])[C:14]([O:16][CH2:17][CH2:18][CH2:19][CH2:20][CH2:21][CH3:22])=[O:15])#[N:27], predict the reactants needed to synthesize it. The reactants are: [N+:1]([C:4]1[CH:9]=[C:8]([N+:10]([O-:12])=[O:11])[CH:7]=[CH:6][C:5]=1[CH2:13][C:14]([O:16][CH2:17][CH2:18][CH2:19][CH2:20][CH2:21][CH3:22])=[O:15])([O-:3])=[O:2].Cl[C:24]1[CH:31]=[CH:30][C:29]([N+:32]([O-:34])=[O:33])=[CH:28][C:25]=1[C:26]#[N:27].C(N(CC)CC)C.Cl.